This data is from Reaction yield outcomes from USPTO patents with 853,638 reactions. The task is: Predict the reaction yield, written as a fraction of the theoretical maximum amount of product (1.0 means a 100% yield; for example, 0.34 means a 34% yield). (1) The catalyst is C(O)C. The yield is 0.820. The product is [CH2:14]([CH:9]([C:8](=[O:13])[CH3:7])[C:10](=[O:12])[CH3:11])[C:15]1[CH:20]=[CH:19][CH:18]=[CH:17][CH:16]=1. The reactants are [O-]CC.[Na+].[H-].[Na+].[CH3:7][C:8](=[O:13])[CH2:9][C:10](=[O:12])[CH3:11].[CH2:14](Br)[C:15]1[CH:20]=[CH:19][CH:18]=[CH:17][CH:16]=1. (2) The reactants are [CH3:1][N:2]1[CH2:7][CH2:6][CH2:5][CH:4]([CH2:8][O:9][C:10]2[CH:15]=[CH:14][C:13]([NH2:16])=[CH:12][CH:11]=2)[CH2:3]1.[CH3:17][C:18]1[CH:26]=[CH:25][CH:24]=[C:23]2[C:19]=1[C:20](=[CH:28]O)[C:21](=[O:27])[NH:22]2. No catalyst specified. The product is [CH3:17][C:18]1[CH:26]=[CH:25][CH:24]=[C:23]2[C:19]=1[C:20](=[CH:28][NH:16][C:13]1[CH:12]=[CH:11][C:10]([O:9][CH2:8][CH:4]3[CH2:5][CH2:6][CH2:7][N:2]([CH3:1])[CH2:3]3)=[CH:15][CH:14]=1)[C:21](=[O:27])[NH:22]2. The yield is 0.510. (3) The reactants are [N+:1]([C:4]1[CH:13]=[CH:12][C:11]2[NH:10][C:9](=[O:14])[C:8]3[NH:15][CH:16]=[CH:17][C:7]=3[C:6]=2[CH:5]=1)([O-])=O.[CH2:18]([C:20]([O-:22])=[O:21])[CH3:19]. The catalyst is C(O)(=O)C.[Fe]. The product is [C:20]([NH:1][C:4]1[CH:13]=[CH:12][C:11]2[NH:10][C:9](=[O:14])[C:8]3[NH:15][CH:16]=[CH:17][C:7]=3[C:6]=2[CH:5]=1)(=[O:21])[CH3:18].[CH2:18]([C:20]([O-:22])=[O:21])[CH3:19]. The yield is 0.0500. (4) The reactants are [Li].[H-].[C:3]([S@:7]([NH:9][C@@H:10]([C:12]1[CH:13]=[CH:14][C:15]([NH:23][S:24]([CH3:27])(=[O:26])=[O:25])=[C:16]([CH:22]=1)[C:17](OCC)=[O:18])[CH3:11])=[O:8])([CH3:6])([CH3:5])[CH3:4].[F-].[K+].O.O.O.O.O.O.O.O.O.O.S([O-])([O-])(=O)=O.[Na+].[Na+]. The catalyst is O1CCCC1. The product is [C:3]([S@:7]([NH:9][C@@H:10]([C:12]1[CH:13]=[CH:14][C:15]([NH:23][S:24]([CH3:27])(=[O:25])=[O:26])=[C:16]([CH2:17][OH:18])[CH:22]=1)[CH3:11])=[O:8])([CH3:6])([CH3:5])[CH3:4]. The yield is 0.970.